This data is from Merck oncology drug combination screen with 23,052 pairs across 39 cell lines. The task is: Regression. Given two drug SMILES strings and cell line genomic features, predict the synergy score measuring deviation from expected non-interaction effect. (1) Drug 1: O=S1(=O)NC2(CN1CC(F)(F)F)C1CCC2Cc2cc(C=CCN3CCC(C(F)(F)F)CC3)ccc2C1. Drug 2: CC1CC2C3CCC4=CC(=O)C=CC4(C)C3(F)C(O)CC2(C)C1(O)C(=O)CO. Cell line: SKMES1. Synergy scores: synergy=4.23. (2) Drug 1: CN(Cc1cnc2nc(N)nc(N)c2n1)c1ccc(C(=O)NC(CCC(=O)O)C(=O)O)cc1. Drug 2: O=C(O)C1(Cc2cccc(Nc3nccs3)n2)CCC(Oc2cccc(Cl)c2F)CC1. Cell line: OV90. Synergy scores: synergy=2.97. (3) Drug 1: O=C(NOCC(O)CO)c1ccc(F)c(F)c1Nc1ccc(I)cc1F. Drug 2: Cc1nc(Nc2ncc(C(=O)Nc3c(C)cccc3Cl)s2)cc(N2CCN(CCO)CC2)n1. Cell line: CAOV3. Synergy scores: synergy=34.1. (4) Drug 1: NC1(c2ccc(-c3nc4ccn5c(=O)[nH]nc5c4cc3-c3ccccc3)cc2)CCC1. Drug 2: CCC1(O)C(=O)OCc2c1cc1n(c2=O)Cc2cc3c(CN(C)C)c(O)ccc3nc2-1. Cell line: PA1. Synergy scores: synergy=0.0976. (5) Drug 1: O=C(CCCCCCC(=O)Nc1ccccc1)NO. Drug 2: CC(C)CC(NC(=O)C(Cc1ccccc1)NC(=O)c1cnccn1)B(O)O. Cell line: UWB1289BRCA1. Synergy scores: synergy=-0.0840. (6) Drug 1: NC1(c2ccc(-c3nc4ccn5c(=O)[nH]nc5c4cc3-c3ccccc3)cc2)CCC1. Drug 2: COC1CC2CCC(C)C(O)(O2)C(=O)C(=O)N2CCCCC2C(=O)OC(C(C)CC2CCC(OP(C)(C)=O)C(OC)C2)CC(=O)C(C)C=C(C)C(O)C(OC)C(=O)C(C)CC(C)C=CC=CC=C1C. Cell line: ZR751. Synergy scores: synergy=34.5.